From a dataset of Reaction yield outcomes from USPTO patents with 853,638 reactions. Predict the reaction yield, written as a fraction of the theoretical maximum amount of product (1.0 means a 100% yield; for example, 0.34 means a 34% yield). (1) The reactants are [F:1][C:2]1[CH:9]=[C:8]([F:10])[CH:7]=[CH:6][C:3]=1[CH2:4][NH2:5].[C:11](O)(=[O:19])[CH2:12][CH2:13][CH2:14][CH2:15][CH2:16][CH2:17][CH3:18].Cl.C(N=C=NCCCN(C)C)C. The catalyst is C(Cl)Cl.CN(C1C=CN=CC=1)C. The product is [F:1][C:2]1[CH:9]=[C:8]([F:10])[CH:7]=[CH:6][C:3]=1[CH2:4][NH:5][C:11](=[O:19])[CH2:12][CH2:13][CH2:14][CH2:15][CH2:16][CH2:17][CH3:18]. The yield is 0.960. (2) The reactants are [CH:1]1([NH:4][C:5]([C:7]2[CH:11]=[CH:10][NH:9][CH:8]=2)=[O:6])[CH2:3][CH2:2]1.[H-].[Na+].[CH3:14][C:15]([C:19]1[N:23]([CH2:24][CH:25]2[CH2:30][CH2:29][O:28][CH2:27][CH2:26]2)[C:22]2[CH:31]=[CH:32][C:33]([S:35](Cl)(=[O:37])=[O:36])=[CH:34][C:21]=2[N:20]=1)([CH3:18])[CH2:16][CH3:17]. The catalyst is C1COCC1. The product is [CH:1]1([NH:4][C:5]([C:7]2[CH:11]=[CH:10][N:9]([S:35]([C:33]3[CH:32]=[CH:31][C:22]4[N:23]([CH2:24][CH:25]5[CH2:26][CH2:27][O:28][CH2:29][CH2:30]5)[C:19]([C:15]([CH3:18])([CH3:14])[CH2:16][CH3:17])=[N:20][C:21]=4[CH:34]=3)(=[O:37])=[O:36])[CH:8]=2)=[O:6])[CH2:3][CH2:2]1. The yield is 0.830. (3) The reactants are [OH:1][C:2]1[CH:10]=[CH:9][C:5]([C:6]([OH:8])=[O:7])=[C:4]([CH3:11])[CH:3]=1.[CH2:12](Cl)[C:13]1[CH:18]=[CH:17][CH:16]=[CH:15][CH:14]=1.C(N(CC)C(C)C)(C)C.C(=O)(O)[O-].[Na+]. The yield is 0.790. No catalyst specified. The product is [OH:1][C:2]1[CH:10]=[CH:9][C:5]([C:6]([O:8][CH2:12][C:13]2[CH:18]=[CH:17][CH:16]=[CH:15][CH:14]=2)=[O:7])=[C:4]([CH3:11])[CH:3]=1.